From a dataset of Cav3 T-type calcium channel HTS with 100,875 compounds. Binary Classification. Given a drug SMILES string, predict its activity (active/inactive) in a high-throughput screening assay against a specified biological target. The molecule is s1c(N2CCN(CC2)Cc2ccccc2)nc(c1)c1cc(OC)ccc1. The result is 0 (inactive).